From a dataset of Reaction yield outcomes from USPTO patents with 853,638 reactions. Predict the reaction yield, written as a fraction of the theoretical maximum amount of product (1.0 means a 100% yield; for example, 0.34 means a 34% yield). The catalyst is ClCCCl. The product is [CH2:8]([N:21]1[CH2:20][CH2:19][C:18]2([C:14]3[CH:15]=[CH:16][CH:17]=[C:12]([O:11][CH3:10])[CH:13]=3)[C:23]([CH3:28])([CH2:24][CH2:25][CH2:26][CH2:27]2)[CH2:22]1)[CH2:7][C:4]1[CH:5]=[CH:6][CH:1]=[CH:2][CH:3]=1. The yield is 0.950. The reactants are [CH:1]1[CH:6]=[CH:5][C:4]([CH2:7][CH:8]=O)=[CH:3][CH:2]=1.[CH3:10][O:11][C:12]1[CH:13]=[C:14]([C:18]23[CH2:27][CH2:26][CH2:25][CH2:24][C:23]2([CH3:28])[CH2:22][NH:21][CH2:20][CH2:19]3)[CH:15]=[CH:16][CH:17]=1.C(O[BH-](OC(=O)C)OC(=O)C)(=O)C.[Na+].